This data is from Peptide-MHC class II binding affinity with 134,281 pairs from IEDB. The task is: Regression. Given a peptide amino acid sequence and an MHC pseudo amino acid sequence, predict their binding affinity value. This is MHC class II binding data. The MHC is DRB1_1501 with pseudo-sequence DRB1_1501. The peptide sequence is STGWNETIVENLLAN. The binding affinity (normalized) is 0.372.